From a dataset of Forward reaction prediction with 1.9M reactions from USPTO patents (1976-2016). Predict the product of the given reaction. (1) Given the reactants [OH-].[Na+].[CH3:3][C:4]1[O:8][C:7]([C:9]2[CH:14]=[CH:13][CH:12]=[CH:11][CH:10]=2)=[N:6][C:5]=1[CH2:15][O:16][C:17]1[CH:43]=[CH:42][C:20]([CH2:21][O:22]/[N:23]=[C:24](/[C:36]2[CH:41]=[CH:40][CH:39]=[CH:38][CH:37]=2)\[CH2:25][CH2:26][CH2:27][CH2:28][CH2:29][CH2:30][C:31]([O:33]CC)=[O:32])=[CH:19][CH:18]=1.CO.Cl, predict the reaction product. The product is: [CH3:3][C:4]1[O:8][C:7]([C:9]2[CH:10]=[CH:11][CH:12]=[CH:13][CH:14]=2)=[N:6][C:5]=1[CH2:15][O:16][C:17]1[CH:18]=[CH:19][C:20]([CH2:21][O:22]/[N:23]=[C:24](/[C:36]2[CH:41]=[CH:40][CH:39]=[CH:38][CH:37]=2)\[CH2:25][CH2:26][CH2:27][CH2:28][CH2:29][CH2:30][C:31]([OH:33])=[O:32])=[CH:42][CH:43]=1. (2) Given the reactants [Br:1][C:2]1[CH:8]=[CH:7][CH:6]=[CH:5][C:3]=1[NH2:4].Cl[C:10](Cl)(Cl)[CH:11]([OH:13])O.Cl.[NH2:17][OH:18].S([O-])([O-])(=O)=O.[Na+].[Na+].Cl, predict the reaction product. The product is: [Br:1][C:2]1[CH:8]=[CH:7][CH:6]=[CH:5][C:3]=1[NH:4][C:11](=[O:13])[CH:10]=[N:17][OH:18]. (3) Given the reactants [S:1]1([CH2:7][CH:6]=[CH:5][CH2:4]1)(=[O:3])=[O:2].[C:8]1([NH:14][NH2:15])[CH:13]=[CH:12][CH:11]=[CH:10][CH:9]=1.[OH-].[K+], predict the reaction product. The product is: [C:8]1([N:14]([CH:5]2[CH2:6][CH2:7][S:1](=[O:3])(=[O:2])[CH2:4]2)[NH2:15])[CH:13]=[CH:12][CH:11]=[CH:10][CH:9]=1. (4) The product is: [CH2:12]([O:16][C:17](=[O:21])[C@H:18]([CH3:20])[NH:19][C:8]1[CH:7]=[CH:6][C:3]([C:4]#[N:5])=[C:2]([Cl:1])[CH:9]=1)[CH:13]([CH3:15])[CH3:14]. Given the reactants [Cl:1][C:2]1[CH:9]=[C:8](F)[CH:7]=[CH:6][C:3]=1[C:4]#[N:5].Cl.[CH2:12]([O:16][C:17](=[O:21])[CH:18]([CH3:20])[NH2:19])[CH:13]([CH3:15])[CH3:14], predict the reaction product.